This data is from HIV replication inhibition screening data with 41,000+ compounds from the AIDS Antiviral Screen. The task is: Binary Classification. Given a drug SMILES string, predict its activity (active/inactive) in a high-throughput screening assay against a specified biological target. (1) The molecule is CCOC(=O)c1c(-c2cc(OC)c(OC)c(OC)c2)csc1NC(=O)c1ccccc1. The result is 0 (inactive). (2) The compound is S=C1N(c2ccc(Cl)cc2)C2=C(N=Nc3cc(Cl)ccc3Cl)C(=NCCN2)N1c1ccccn1. The result is 0 (inactive).